From a dataset of Reaction yield outcomes from USPTO patents with 853,638 reactions. Predict the reaction yield, written as a fraction of the theoretical maximum amount of product (1.0 means a 100% yield; for example, 0.34 means a 34% yield). (1) The reactants are [CH2:1]([O:3][C:4](=[O:18])[CH2:5][NH:6][CH:7]1[CH2:10][N:9]([C:11]([O:13][C:14]([CH3:17])([CH3:16])[CH3:15])=[O:12])[CH2:8]1)[CH3:2].[C:19](O[C:19]([O:21][C:22]([CH3:25])([CH3:24])[CH3:23])=[O:20])([O:21][C:22]([CH3:25])([CH3:24])[CH3:23])=[O:20].C(=O)([O-])[O-].[K+].[K+]. The catalyst is CC#N. The product is [C:22]([O:21][C:19]([N:6]([CH2:5][C:4]([O:3][CH2:1][CH3:2])=[O:18])[CH:7]1[CH2:10][N:9]([C:11]([O:13][C:14]([CH3:17])([CH3:16])[CH3:15])=[O:12])[CH2:8]1)=[O:20])([CH3:25])([CH3:24])[CH3:23]. The yield is 0.900. (2) The reactants are [N:1]1([C:11]([O:13][CH2:14][C:15]2[CH:20]=[CH:19][CH:18]=[CH:17][CH:16]=2)=[O:12])[CH2:5][CH2:4][CH2:3][C@H:2]1[C:6]([O:8][CH2:9][CH3:10])=[O:7].[Li+].C[Si]([N-][Si](C)(C)C)(C)C.[CH2:31](Br)[C:32]1[CH:37]=[CH:36][CH:35]=[CH:34][CH:33]=1. The catalyst is C1COCC1. The product is [CH2:31]([C:2]1([C:6]([O:8][CH2:9][CH3:10])=[O:7])[CH2:3][CH2:4][CH2:5][N:1]1[C:11]([O:13][CH2:14][C:15]1[CH:20]=[CH:19][CH:18]=[CH:17][CH:16]=1)=[O:12])[C:32]1[CH:37]=[CH:36][CH:35]=[CH:34][CH:33]=1. The yield is 0.690. (3) The reactants are [S:1]1[C:5]2=[N:6][C:7]3[NH:8][C:9]4[C:14]([C:15]=3[C:16]([C:17]([O:19]C)=[O:18])=[C:4]2[CH:3]=[CH:2]1)=[CH:13][CH:12]=[CH:11][CH:10]=4.Cl. No catalyst specified. The product is [CH2:15]([N:8]1[C:7]2[N:6]=[C:5]3[S:1][CH:2]=[CH:3][C:4]3=[C:16]([C:17]([OH:19])=[O:18])[C:15]=2[C:14]2[C:9]1=[CH:10][CH:11]=[CH:12][CH:13]=2)[C:14]1[CH:9]=[CH:10][CH:11]=[CH:12][CH:13]=1. The yield is 0.740. (4) The reactants are [Br:1][C:2]1[N:3]=[C:4]([C:9]#[C:10][Si](C)(C)C)[C:5]([NH2:8])=[N:6][CH:7]=1.[H-].[Na+].[C:17]1([CH3:27])[CH:22]=[CH:21][C:20]([S:23](Cl)(=[O:25])=[O:24])=[CH:19][CH:18]=1. The catalyst is CN(C=O)C. The product is [Br:1][C:2]1[N:3]=[C:4]2[CH:9]=[CH:10][N:8]([S:23]([C:20]3[CH:21]=[CH:22][C:17]([CH3:27])=[CH:18][CH:19]=3)(=[O:25])=[O:24])[C:5]2=[N:6][CH:7]=1. The yield is 0.520.